Dataset: Peptide-MHC class I binding affinity with 185,985 pairs from IEDB/IMGT. Task: Regression. Given a peptide amino acid sequence and an MHC pseudo amino acid sequence, predict their binding affinity value. This is MHC class I binding data. (1) The peptide sequence is PFVVSTGYHF. The MHC is Patr-A0901 with pseudo-sequence Patr-A0901. The binding affinity (normalized) is 0.382. (2) The peptide sequence is LRIPTHRHI. The MHC is HLA-A23:01 with pseudo-sequence HLA-A23:01. The binding affinity (normalized) is 0.